Predict the reactants needed to synthesize the given product. From a dataset of Full USPTO retrosynthesis dataset with 1.9M reactions from patents (1976-2016). (1) Given the product [Br:1][C:2]1[C:3]([N:16]([CH3:21])[S:17]([CH3:20])(=[O:19])=[O:18])=[CH:4][C:5]2[O:9][C:8]([C:29]3[N:25]([CH:22]([CH3:24])[CH3:23])[N:26]=[CH:27][CH:28]=3)=[C:7]([C:11]([NH:13][CH3:14])=[O:12])[C:6]=2[CH:15]=1, predict the reactants needed to synthesize it. The reactants are: [Br:1][C:2]1[C:3]([N:16]([CH3:21])[S:17]([CH3:20])(=[O:19])=[O:18])=[CH:4][C:5]2[O:9][C:8](I)=[C:7]([C:11]([NH:13][CH3:14])=[O:12])[C:6]=2[CH:15]=1.[CH:22]([N:25]1[C:29](B(O)O)=[CH:28][CH:27]=[N:26]1)([CH3:24])[CH3:23].C([O-])([O-])=O.[Na+].[Na+]. (2) The reactants are: [NH2:1][C@@H:2]1[CH2:7][CH2:6][CH2:5][CH2:4][C@H:3]1[NH2:8].[CH:9](=O)[C:10]1[CH:15]=[CH:14][CH:13]=[CH:12][CH:11]=1.[BH4-].[Na+]. Given the product [CH2:9]([N:1]([CH2:9][C:10]1[CH:15]=[CH:14][CH:13]=[CH:12][CH:11]=1)[C@@H:2]1[CH2:7][CH2:6][CH2:5][CH2:4][C@H:3]1[NH2:8])[C:10]1[CH:15]=[CH:14][CH:13]=[CH:12][CH:11]=1, predict the reactants needed to synthesize it. (3) Given the product [CH:14]1([CH2:17][NH:13][CH2:12][CH2:11][C:4]2[CH:5]=[C:6]([O:9][CH3:10])[CH:7]=[CH:8][C:3]=2[O:2][CH3:1])[CH2:16][CH2:15]1, predict the reactants needed to synthesize it. The reactants are: [CH3:1][O:2][C:3]1[CH:8]=[CH:7][C:6]([O:9][CH3:10])=[CH:5][C:4]=1[CH2:11][CH2:12][NH2:13].[CH:14]1([CH:17]=O)[CH2:16][CH2:15]1. (4) Given the product [Cl:22][C:5]1[C:6]([NH:8][C:9]2[CH:14]=[CH:13][C:12]([O:15][CH3:16])=[CH:11][C:10]=2[NH:17][S:18]([CH3:21])(=[O:20])=[O:19])=[N:7][C:2]([NH:33][C:26]2[CH:27]=[N:28][C:29]([O:31][CH3:32])=[CH:30][C:25]=2[O:24][CH3:23])=[N:3][CH:4]=1, predict the reactants needed to synthesize it. The reactants are: Cl[C:2]1[N:7]=[C:6]([NH:8][C:9]2[CH:14]=[CH:13][C:12]([O:15][CH3:16])=[CH:11][C:10]=2[NH:17][S:18]([CH3:21])(=[O:20])=[O:19])[C:5]([Cl:22])=[CH:4][N:3]=1.[CH3:23][O:24][C:25]1[CH:30]=[C:29]([O:31][CH3:32])[N:28]=[CH:27][C:26]=1[NH2:33].CC1(C)C2C(=C(P(C3C=CC=CC=3)C3C=CC=CC=3)C=CC=2)OC2C(P(C3C=CC=CC=3)C3C=CC=CC=3)=CC=CC1=2.C(=O)([O-])[O-].[Cs+].[Cs+]. (5) Given the product [Cl:1][C:2]1[CH:22]=[C:21]([F:23])[CH:20]=[CH:19][C:3]=1[CH2:4][NH:5]/[C:6](/[NH:24][C:25]1[NH:29][N:28]=[C:27]([C:30]([F:33])([F:32])[F:31])[CH:26]=1)=[N:8]/[C:9](=[O:18])[C:10]1[CH:15]=[CH:14][C:13]([F:16])=[C:12]([F:17])[CH:11]=1, predict the reactants needed to synthesize it. The reactants are: [Cl:1][C:2]1[CH:22]=[C:21]([F:23])[CH:20]=[CH:19][C:3]=1[CH2:4][NH:5][C:6]([NH:8][C:9](=[O:18])[C:10]1[CH:15]=[CH:14][C:13]([F:16])=[C:12]([F:17])[CH:11]=1)=S.[NH2:24][C:25]1[NH:29][N:28]=[C:27]([C:30]([F:33])([F:32])[F:31])[CH:26]=1.Cl.C(N=C=NCCCN(C)C)C.